Dataset: Full USPTO retrosynthesis dataset with 1.9M reactions from patents (1976-2016). Task: Predict the reactants needed to synthesize the given product. (1) Given the product [C:47]([O:46][C:44]([N:36]([C:37]([O:39][C:40]([CH3:41])([CH3:42])[CH3:43])=[O:38])[C:32]1[C:33]2[C:28](=[CH:27][C:26]([NH:25][CH:53]([C:17]3[CH:18]=[CH:19][C:14]([CH2:13][CH2:12][CH2:11][C:10]([NH:9][C:5]4[CH:6]=[CH:7][CH:8]=[C:3]([C:1]#[N:2])[CH:4]=4)=[O:24])=[C:15]([CH3:23])[CH:16]=3)[C:52]([OH:56])=[O:55])=[CH:35][CH:34]=2)[CH:29]=[CH:30][N:31]=1)=[O:45])([CH3:50])([CH3:49])[CH3:48], predict the reactants needed to synthesize it. The reactants are: [C:1]([C:3]1[CH:4]=[C:5]([NH:9][C:10](=[O:24])[CH2:11][CH2:12][CH2:13][C:14]2[CH:19]=[CH:18][C:17](B(O)O)=[CH:16][C:15]=2[CH3:23])[CH:6]=[CH:7][CH:8]=1)#[N:2].[NH2:25][C:26]1[CH:27]=[C:28]2[C:33](=[CH:34][CH:35]=1)[C:32]([N:36]([C:44]([O:46][C:47]([CH3:50])([CH3:49])[CH3:48])=[O:45])[C:37]([O:39][C:40]([CH3:43])([CH3:42])[CH3:41])=[O:38])=[N:31][CH:30]=[CH:29]2.O.[C:52]([OH:56])(=[O:55])[CH:53]=O. (2) Given the product [N+:12]([C:9]1[CH:10]=[CH:11][C:6]([C:5]2[O:15][CH2:2][CH2:3][N:4]=2)=[CH:7][CH:8]=1)([O-:14])=[O:13], predict the reactants needed to synthesize it. The reactants are: Cl[CH2:2][CH2:3][NH:4][C:5](=[O:15])[C:6]1[CH:11]=[CH:10][C:9]([N+:12]([O-:14])=[O:13])=[CH:8][CH:7]=1.[H-].[Na+]. (3) Given the product [CH3:1][O:2][C:3]1[CH:4]=[C:5]([CH:31]=[CH:32][C:33]=1[O:34][CH3:35])[CH2:6][CH:7]1[C:16]2[C:11](=[CH:12][C:13]([O:18][CH3:19])=[C:14]([O:17][CH2:36][CH3:37])[CH:15]=2)[CH2:10][CH2:9][N:8]1[CH2:20][C:21]([NH:23][CH2:24][C:25]1[CH:30]=[CH:29][CH:28]=[CH:27][CH:26]=1)=[O:22], predict the reactants needed to synthesize it. The reactants are: [CH3:1][O:2][C:3]1[CH:4]=[C:5]([CH:31]=[CH:32][C:33]=1[O:34][CH3:35])[CH2:6][CH:7]1[C:16]2[C:11](=[CH:12][C:13]([O:18][CH3:19])=[C:14]([OH:17])[CH:15]=2)[CH2:10][CH2:9][N:8]1[CH2:20][C:21]([NH:23][CH2:24][C:25]1[CH:30]=[CH:29][CH:28]=[CH:27][CH:26]=1)=[O:22].[CH2:36](I)[CH3:37].